From a dataset of Catalyst prediction with 721,799 reactions and 888 catalyst types from USPTO. Predict which catalyst facilitates the given reaction. (1) Product: [CH3:17][C:7]1[C:6]([CH3:18])=[C:5]([OH:4])[C:15]([CH3:16])=[CH:14][C:8]=1[O:9][CH2:10][CH:11]([OH:13])[CH2:12][N:30]1[CH2:29][CH2:28][N:27]([C:22]2[CH:23]=[CH:24][CH:25]=[CH:26][C:21]=2[O:20][CH3:19])[CH2:32][CH2:31]1. The catalyst class is: 12. Reactant: C([O:4][C:5]1[C:15]([CH3:16])=[CH:14][C:8]([O:9][CH2:10][CH:11]2[O:13][CH2:12]2)=[C:7]([CH3:17])[C:6]=1[CH3:18])(=O)C.[CH3:19][O:20][C:21]1[CH:26]=[CH:25][CH:24]=[CH:23][C:22]=1[N:27]1[CH2:32][CH2:31][NH:30][CH2:29][CH2:28]1. (2) Reactant: COC[O:4][CH2:5][C:6]1[CH:11]=[CH:10][C:9]([C:12]2[S:13][CH:14]=[CH:15][N:16]=2)=[CH:8][CH:7]=1.Cl.O. Product: [S:13]1[CH:14]=[CH:15][N:16]=[C:12]1[C:9]1[CH:8]=[CH:7][C:6]([CH2:5][OH:4])=[CH:11][CH:10]=1. The catalyst class is: 8. (3) Reactant: [CH3:1][O:2][C:3]1[CH:12]=[CH:11][C:10]([C:13](=[O:15])[CH3:14])=[CH:9][C:4]=1[C:5]([O:7]C)=[O:6].Cl. Product: [CH3:1][O:2][C:3]1[CH:12]=[CH:11][C:10]([C:13](=[O:15])[CH3:14])=[CH:9][C:4]=1[C:5]([OH:7])=[O:6]. The catalyst class is: 15. (4) Reactant: [C:1]([OH:13])(=[O:12])[CH2:2][C:3]1[CH:11]=[CH:10][C:8]([OH:9])=[C:5]([O:6][CH3:7])[CH:4]=1.[CH:14](OC)(OC)OC.S(=O)(=O)(O)O. Product: [C:1]([O:13][CH3:14])(=[O:12])[CH2:2][C:3]1[CH:11]=[CH:10][C:8]([OH:9])=[C:5]([O:6][CH3:7])[CH:4]=1. The catalyst class is: 5. (5) Product: [Br:1][C:2]1[N:7]=[C:6]([CH2:8][O:9]/[N:10]=[C:11](/[C:17]2[CH:22]=[CH:21][CH:20]=[CH:19][CH:18]=2)\[C:12]2[N:13]([CH3:14])[O:15][C:23](=[O:24])[N:16]=2)[CH:5]=[CH:4][CH:3]=1. The catalyst class is: 290. Reactant: [Br:1][C:2]1[N:7]=[C:6]([CH2:8][O:9]/[N:10]=[C:11](/[C:17]2[CH:22]=[CH:21][CH:20]=[CH:19][CH:18]=2)\[C:12](=[NH:16])[N:13]([OH:15])[CH3:14])[CH:5]=[CH:4][CH:3]=1.[C:23](N1C=CN=C1)(N1C=CN=C1)=[O:24]. (6) Reactant: [C:1]([O:5][CH2:6][CH3:7])(=[O:4])[CH:2]=O.[F:8][C:9]1[CH:15]=[CH:14][C:12]([NH2:13])=[C:11]([CH3:16])[CH:10]=1. Product: [CH2:6]([O:5][C:1](=[O:4])[CH2:2][NH:13][C:12]1[CH:14]=[CH:15][C:9]([F:8])=[CH:10][C:11]=1[CH3:16])[CH3:7]. The catalyst class is: 11.